The task is: Predict the product of the given reaction.. This data is from Forward reaction prediction with 1.9M reactions from USPTO patents (1976-2016). Given the reactants [NH:1]1[CH2:6][CH2:5][CH:4]([CH2:7][NH:8][C:9]2[CH:14]=[CH:13][CH:12]=[CH:11][C:10]=2[S:15]([NH:18][C:19]2[CH:28]=[CH:27][C:26]3[CH2:25][CH2:24][CH2:23][CH2:22][C:21]=3[C:20]=2[C:29]([O:31]C)=[O:30])(=[O:17])=[O:16])[CH2:3][CH2:2]1.[CH2:33]([CH:35]([CH2:38][CH3:39])[CH:36]=O)[CH3:34].C([BH3-])#N.[Li+].[OH-], predict the reaction product. The product is: [CH2:33]([CH:35]([CH2:38][CH3:39])[CH2:36][N:1]1[CH2:6][CH2:5][CH:4]([CH2:7][NH:8][C:9]2[CH:14]=[CH:13][CH:12]=[CH:11][C:10]=2[S:15]([NH:18][C:19]2[CH:28]=[CH:27][C:26]3[CH2:25][CH2:24][CH2:23][CH2:22][C:21]=3[C:20]=2[C:29]([OH:31])=[O:30])(=[O:17])=[O:16])[CH2:3][CH2:2]1)[CH3:34].